Dataset: Full USPTO retrosynthesis dataset with 1.9M reactions from patents (1976-2016). Task: Predict the reactants needed to synthesize the given product. (1) Given the product [CH2:1]([C:3]1[N:4]=[C:5]([CH2:27][CH2:28][CH3:29])[N:6]([CH2:12][C:13]2[CH:18]=[CH:17][C:16]([C:19]3[C:20]([C:25]#[N:26])=[CH:21][CH:22]=[CH:23][CH:24]=3)=[CH:15][CH:14]=2)[C:7](=[O:11])[C:8]=1[CH2:9][N:30]1[CH2:35][CH2:34][O:33][CH2:32][CH2:31]1)[CH3:2], predict the reactants needed to synthesize it. The reactants are: [CH2:1]([C:3]1[N:4]=[C:5]([CH2:27][CH2:28][CH3:29])[N:6]([CH2:12][C:13]2[CH:18]=[CH:17][C:16]([C:19]3[C:20]([C:25]#[N:26])=[CH:21][CH:22]=[CH:23][CH:24]=3)=[CH:15][CH:14]=2)[C:7](=[O:11])[C:8]=1[CH:9]=O)[CH3:2].[NH:30]1[CH2:35][CH2:34][O:33][CH2:32][CH2:31]1.C(O[BH-](OC(=O)C)OC(=O)C)(=O)C.[Na+]. (2) The reactants are: CS[C:3]1[S:4]/[C:5](=[CH:9]\[C:10]2[CH:11]=[C:12]3[C:17](=[CH:18][CH:19]=2)[N:16]=[CH:15][CH:14]=[CH:13]3)/[C:6](=[O:8])[N:7]=1.[OH:20][CH2:21][C@H:22]([NH2:30])[CH2:23][C:24]1[CH:29]=[CH:28][CH:27]=[CH:26][CH:25]=1.CCN(C(C)C)C(C)C. Given the product [OH:20][CH2:21][C@H:22]([NH:30][C:3]1[S:4]/[C:5](=[CH:9]\[C:10]2[CH:11]=[C:12]3[C:17](=[CH:18][CH:19]=2)[N:16]=[CH:15][CH:14]=[CH:13]3)/[C:6](=[O:8])[N:7]=1)[CH2:23][C:24]1[CH:25]=[CH:26][CH:27]=[CH:28][CH:29]=1, predict the reactants needed to synthesize it. (3) Given the product [F:1][CH:2]([F:16])[CH2:3][O:4][C:5]1[C:10]([F:11])=[CH:9][C:8]([CH:12]([NH:23][S@@:21]([C:18]([CH3:20])([CH3:19])[CH3:17])=[O:22])[CH3:13])=[CH:7][C:6]=1[F:15], predict the reactants needed to synthesize it. The reactants are: [F:1][CH:2]([F:16])[CH2:3][O:4][C:5]1[C:10]([F:11])=[CH:9][C:8]([C:12](=O)[CH3:13])=[CH:7][C:6]=1[F:15].[CH3:17][C:18]([S@:21]([NH2:23])=[O:22])([CH3:20])[CH3:19]. (4) The reactants are: [CH:1]([Si:4]([CH:16]([CH3:18])[CH3:17])([CH:13]([CH3:15])[CH3:14])[O:5][C:6]1[CH:11]=[CH:10][CH:9]=[CH:8][C:7]=1C)([CH3:3])[CH3:2].[CH3:19][N:20](C1C=CC=CC=1O)[CH3:21]. Given the product [CH:1]([Si:4]([CH:16]([CH3:18])[CH3:17])([CH:13]([CH3:15])[CH3:14])[O:5][C:6]1[CH:11]=[CH:10][CH:9]=[CH:8][C:7]=1[N:20]([CH3:21])[CH3:19])([CH3:3])[CH3:2], predict the reactants needed to synthesize it. (5) Given the product [OH:8][CH2:9][C@H:10]1[CH2:15][CH2:14][CH2:13][CH2:12][C@H:11]1[O:16][C:17]1[CH:29]=[CH:28][C:20]2[C:21]([C:24]([F:27])([F:26])[F:25])=[N:22][O:23][C:19]=2[C:18]=1[CH2:30][CH2:31][CH3:32], predict the reactants needed to synthesize it. The reactants are: [Si]([O:8][CH2:9][C@@H:10]1[CH2:15][CH2:14][CH2:13][CH2:12][C@@H:11]1[O:16][C:17]1[CH:29]=[CH:28][C:20]2[C:21]([C:24]([F:27])([F:26])[F:25])=[N:22][O:23][C:19]=2[C:18]=1[CH2:30][CH2:31][CH3:32])(C(C)(C)C)(C)C.[F-].C([N+](CCCC)(CCCC)CCCC)CCC.C([O-])(O)=O.[Na+]. (6) Given the product [NH2:1][C:2]1[C:3]([CH3:15])=[CH:4][C:5]([CH2:9][C@@H:10]([OH:14])[C:11]([O:13][CH3:16])=[O:12])=[CH:6][C:7]=1[CH3:8], predict the reactants needed to synthesize it. The reactants are: [NH2:1][C:2]1[C:7]([CH3:8])=[CH:6][C:5]([CH2:9][C:10](=[O:14])[C:11]([OH:13])=[O:12])=[CH:4][C:3]=1[CH3:15].[CH2:16](N(CC)CC)C. (7) Given the product [CH3:42][S:43]([O:29][CH:27]([C:18]1[C:19]([CH:22]([O:25][CH3:26])[O:23][CH3:24])=[N:20][C:21]2[N:12]([C:10](=[O:11])[NH:9][C:6]3[CH:5]=[C:4]([NH:30][CH2:31][CH2:32][O:33][CH3:34])[C:3]([C:1]#[N:2])=[CH:8][N:7]=3)[CH2:13][CH2:14][CH2:15][C:16]=2[CH:17]=1)[CH3:28])(=[O:45])=[O:44], predict the reactants needed to synthesize it. The reactants are: [C:1]([C:3]1[C:4]([NH:30][CH2:31][CH2:32][O:33][CH3:34])=[CH:5][C:6]([NH:9][C:10]([N:12]2[C:21]3[C:16](=[CH:17][C:18]([CH:27]([OH:29])[CH3:28])=[C:19]([CH:22]([O:25][CH3:26])[O:23][CH3:24])[N:20]=3)[CH2:15][CH2:14][CH2:13]2)=[O:11])=[N:7][CH:8]=1)#[N:2].CCN(CC)CC.[CH3:42][S:43](Cl)(=[O:45])=[O:44].CO.